From a dataset of Forward reaction prediction with 1.9M reactions from USPTO patents (1976-2016). Predict the product of the given reaction. Given the reactants Br[C:2]1[CH:7]=[CH:6][C:5]([N:8]2[CH:12]=[C:11]([CH3:13])[N:10]=[CH:9]2)=[C:4]([O:14][CH3:15])[CH:3]=1.[F:16][C:17]1[CH:22]=[CH:21][C:20]([CH:23]2[N:28]3[N:29]=[C:30]([NH2:32])[N:31]=[C:27]3[CH2:26][N:25]([S:33]([CH3:36])(=[O:35])=[O:34])[CH2:24]2)=[CH:19][CH:18]=1.[O-]C1C=CC=CC=1.[Na+].C1(P(C2CCCCC2)C2C=CC=CC=2C2C=CC=CC=2)CCCCC1, predict the reaction product. The product is: [F:16][C:17]1[CH:22]=[CH:21][C:20]([CH:23]2[N:28]3[N:29]=[C:30]([NH:32][C:2]4[CH:7]=[CH:6][C:5]([N:8]5[CH:12]=[C:11]([CH3:13])[N:10]=[CH:9]5)=[C:4]([O:14][CH3:15])[CH:3]=4)[N:31]=[C:27]3[CH2:26][N:25]([S:33]([CH3:36])(=[O:35])=[O:34])[CH2:24]2)=[CH:19][CH:18]=1.